From a dataset of Catalyst prediction with 721,799 reactions and 888 catalyst types from USPTO. Predict which catalyst facilitates the given reaction. (1) Reactant: [CH2:1]([O:3][C:4]1[CH:12]=[CH:11][C:7]([C:8]([OH:10])=O)=[C:6]([OH:13])[CH:5]=1)[CH3:2].CN(C(ON1N=NC2C=CC=NC1=2)=[N+](C)C)C.F[P-](F)(F)(F)(F)F.C(N(CC)CC)C.[CH3:45][N:46]1[C:50]2[C:51]3[CH:52]=[CH:53][CH:54]=[CH:55][C:56]=3[O:57][C:58]3([CH2:63][CH2:62][NH:61][CH2:60][CH2:59]3)[C:49]=2[CH:48]=[N:47]1. Product: [CH2:1]([O:3][C:4]1[CH:12]=[CH:11][C:7]([C:8]([N:61]2[CH2:62][CH2:63][C:58]3([C:49]4[CH:48]=[N:47][N:46]([CH3:45])[C:50]=4[C:51]4[CH:52]=[CH:53][CH:54]=[CH:55][C:56]=4[O:57]3)[CH2:59][CH2:60]2)=[O:10])=[C:6]([OH:13])[CH:5]=1)[CH3:2]. The catalyst class is: 3. (2) Reactant: [F:1][C@H:2]([CH2:12][CH2:13][C:14]1[N:15]=[N:16][C:17]([I:20])=[CH:18][CH:19]=1)[CH2:3][N:4]1[CH:8]=[C:7]([C:9]([OH:11])=O)[N:6]=[N:5]1.[CH3:21][N:22](C(ON1N=NC2C=CC=NC1=2)=[N+](C)C)C.F[P-](F)(F)(F)(F)F.CCN(C(C)C)C(C)C.CN.C1COCC1. The catalyst class is: 18. Product: [F:1][C@H:2]([CH2:12][CH2:13][C:14]1[N:15]=[N:16][C:17]([I:20])=[CH:18][CH:19]=1)[CH2:3][N:4]1[CH:8]=[C:7]([C:9]([NH:22][CH3:21])=[O:11])[N:6]=[N:5]1. (3) Reactant: C[NH+]1CCOCC1.[NH2:8][C:9]1[C:14]([C:15]#[N:16])=[C:13]([C:17]2[CH:25]=[CH:24][C:20]([C:21]([O-:23])=[O:22])=[CH:19][CH:18]=2)[C:12]([C:26]#[N:27])=[C:11]([SH:28])[N:10]=1.Br[CH2:30][C:31]([NH2:33])=[O:32].C([O-])(O)=O.[Na+]. Product: [NH2:8][C:9]1[C:14]([C:15]#[N:16])=[C:13]([C:17]2[CH:25]=[CH:24][C:20]([C:21]([OH:23])=[O:22])=[CH:19][CH:18]=2)[C:12]([C:26]#[N:27])=[C:11]([S:28][CH2:30][C:31]([NH2:33])=[O:32])[N:10]=1. The catalyst class is: 3. (4) The catalyst class is: 1. Reactant: [C:1]([NH:9][C:10]1[C:11]2[N:12]=[CH:13][N:14]([C:53]=2[N:54]=[CH:55][N:56]=1)[C@@H:15]1[O:52][C@H:42]([CH2:43][O:44][Si](C(C)(C)C)(C)C)[C@@H:17]([O:18][C:19]([C:36]2[CH:41]=[CH:40][CH:39]=[CH:38][CH:37]=2)([C:28]2[CH:33]=[CH:32][C:31]([O:34][CH3:35])=[CH:30][CH:29]=2)[C:20]2[CH:25]=[CH:24][C:23]([O:26][CH3:27])=[CH:22][CH:21]=2)[CH2:16]1)(=[O:8])[C:2]1[CH:7]=[CH:6][CH:5]=[CH:4][CH:3]=1.[F-].C([N+](CCCC)(CCCC)CCCC)CCC. Product: [C:1]([NH:9][C:10]1[C:11]2[N:12]=[CH:13][N:14]([C:53]=2[N:54]=[CH:55][N:56]=1)[C@@H:15]1[O:52][C@H:42]([CH2:43][OH:44])[C@@H:17]([O:18][C:19]([C:36]2[CH:37]=[CH:38][CH:39]=[CH:40][CH:41]=2)([C:28]2[CH:33]=[CH:32][C:31]([O:34][CH3:35])=[CH:30][CH:29]=2)[C:20]2[CH:25]=[CH:24][C:23]([O:26][CH3:27])=[CH:22][CH:21]=2)[CH2:16]1)(=[O:8])[C:2]1[CH:3]=[CH:4][CH:5]=[CH:6][CH:7]=1. (5) Reactant: [C:9](O[C:9]([O:11][C:12]([CH3:15])([CH3:14])[CH3:13])=[O:10])([O:11][C:12]([CH3:15])([CH3:14])[CH3:13])=[O:10].[Cl:16][C:17]1[CH:26]=[C:25]([O:27][CH3:28])[C:24]([Cl:29])=[C:23]2[C:18]=1[CH2:19][CH2:20][NH:21][C:22]2=[O:30]. Product: [Cl:16][C:17]1[CH:26]=[C:25]([O:27][CH3:28])[C:24]([Cl:29])=[C:23]2[C:18]=1[CH2:19][CH2:20][N:21]([C:9]([O:11][C:12]([CH3:13])([CH3:14])[CH3:15])=[O:10])[C:22]2=[O:30]. The catalyst class is: 468.